Task: Predict which catalyst facilitates the given reaction.. Dataset: Catalyst prediction with 721,799 reactions and 888 catalyst types from USPTO (1) Reactant: [CH2:1]([O:8][C:9]1[C:10]([C:22]([O:24]CC2C=CC=CC=2)=[O:23])=[N:11][CH:12]=[N:13][C:14]=1[C:15]1[CH:20]=[CH:19][C:18]([CH3:21])=[CH:17][CH:16]=1)[C:2]1[CH:7]=[CH:6][CH:5]=[CH:4][CH:3]=1.O.[OH-].[Li+]. Product: [CH2:1]([O:8][C:9]1[C:10]([C:22]([OH:24])=[O:23])=[N:11][CH:12]=[N:13][C:14]=1[C:15]1[CH:20]=[CH:19][C:18]([CH3:21])=[CH:17][CH:16]=1)[C:2]1[CH:7]=[CH:6][CH:5]=[CH:4][CH:3]=1. The catalyst class is: 5. (2) Reactant: [N:1]1[CH:6]=[CH:5][CH:4]=[CH:3][C:2]=1[CH:7]=[N:8][C@@H:9]1[CH2:14][CH2:13][CH2:12][CH2:11][C@H:10]1[N:15]=[CH:16][C:17]1[CH:22]=[CH:21][CH:20]=[CH:19][N:18]=1.[Ni:23]([Br:25])[Br:24]. Product: [Ni:23]([Br:25])[Br:24].[N:1]1[CH:6]=[CH:5][CH:4]=[CH:3][C:2]=1[CH:7]=[N:8][C@@H:9]1[CH2:14][CH2:13][CH2:12][CH2:11][C@H:10]1[N:15]=[CH:16][C:17]1[CH:22]=[CH:21][CH:20]=[CH:19][N:18]=1. The catalyst class is: 1. (3) Reactant: C(OC([N:8]1[CH2:13][CH2:12][N:11]([C:14]2[C:19]([CH3:20])=[CH:18][C:17]([CH3:21])=[C:16]([CH3:22])[N:15]=2)[CH2:10][CH2:9]1)=O)(C)(C)C.[ClH:23].C(OCC)(=O)C.C(OCC)(=O)C. Product: [ClH:23].[CH3:20][C:19]1[C:14]([N:11]2[CH2:10][CH2:9][NH:8][CH2:13][CH2:12]2)=[N:15][C:16]([CH3:22])=[C:17]([CH3:21])[CH:18]=1. The catalyst class is: 22. (4) Reactant: [Br:1][C:2]1[CH:7]=[CH:6][C:5]([OH:8])=[C:4]([CH3:9])[CH:3]=1.S(=O)(=O)(O)O.[N:15]([O-:17])=[O:16].[Na+]. Product: [Br:1][C:2]1[CH:7]=[C:6]([N+:15]([O-:17])=[O:16])[C:5]([OH:8])=[C:4]([CH3:9])[CH:3]=1. The catalyst class is: 86. (5) Reactant: C([N:8]1[CH2:14][CH2:13][C@@H:12]([CH3:15])[N:11]([C:16]([O:18][C:19]([CH3:22])([CH3:21])[CH3:20])=[O:17])[CH2:10][CH2:9]1)C1C=CC=CC=1.OCC1(OC[C@@H](O)[C@@H](O)[C@H]1O)O. Product: [CH3:15][C@H:12]1[N:11]([C:16]([O:18][C:19]([CH3:20])([CH3:22])[CH3:21])=[O:17])[CH2:10][CH2:9][NH:8][CH2:14][CH2:13]1. The catalyst class is: 43.